This data is from Full USPTO retrosynthesis dataset with 1.9M reactions from patents (1976-2016). The task is: Predict the reactants needed to synthesize the given product. (1) Given the product [CH3:1][O:2][C:3]1[CH:8]=[C:7]([CH:6]=[C:5]([O:12][CH2:13][CH2:14][O:15][CH2:16][CH2:17][O:18][CH2:19][CH2:20][O:21][CH3:22])[CH:4]=1)[NH2:9], predict the reactants needed to synthesize it. The reactants are: [CH3:1][O:2][C:3]1[CH:8]=[C:7]([N+:9]([O-])=O)[CH:6]=[C:5]([O:12][CH2:13][CH2:14][O:15][CH2:16][CH2:17][O:18][CH2:19][CH2:20][O:21][CH3:22])[CH:4]=1.[NH4+].[Cl-]. (2) Given the product [CH:1]1([C:4]2[O:8][N:7]=[C:6]([C:9]3[CH:14]=[CH:13][CH:12]=[CH:11][C:10]=3[O:15][C:16]([F:18])([F:17])[F:19])[C:5]=2[CH2:20][O:21][CH:22]2[CH2:23][CH:24]3[N:29]([C:30]4[CH:39]=[CH:38][C:33]([C:34]([OH:36])=[O:35])=[CH:32][C:31]=4[F:40])[CH:27]([CH2:26][CH2:25]3)[CH2:28]2)[CH2:3][CH2:2]1, predict the reactants needed to synthesize it. The reactants are: [CH:1]1([C:4]2[O:8][N:7]=[C:6]([C:9]3[CH:14]=[CH:13][CH:12]=[CH:11][C:10]=3[O:15][C:16]([F:19])([F:18])[F:17])[C:5]=2[CH2:20][O:21][CH:22]2[CH2:28][CH:27]3[N:29]([C:30]4[CH:39]=[CH:38][C:33]([C:34]([O:36]C)=[O:35])=[CH:32][C:31]=4[F:40])[CH:24]([CH2:25][CH2:26]3)[CH2:23]2)[CH2:3][CH2:2]1.CO.[OH-].[K+].Cl. (3) Given the product [F:15][C:16]1[CH:21]=[CH:20][C:19]([NH:22][N:23]=[C:10]2[CH2:9][CH2:8][C:7](=[O:13])[NH:6][C:5]3[CH:4]=[CH:3][CH:2]=[N:1][C:11]2=3)=[CH:18][CH:17]=1, predict the reactants needed to synthesize it. The reactants are: [N:1]1[C:11]2[C:10](=O)[CH2:9][CH2:8][C:7](=[O:13])[NH:6][C:5]=2[CH:4]=[CH:3][CH:2]=1.Cl.[F:15][C:16]1[CH:21]=[CH:20][C:19]([NH:22][NH2:23])=[CH:18][CH:17]=1.C([O-])(=O)C.[Na+].[K+].[Br-]. (4) Given the product [C:1]([OH:7])(=[O:6])[CH3:2].[NH2:13][C@H:3]([CH3:5])[CH2:2][C:1]([O:7][CH3:8])=[O:6], predict the reactants needed to synthesize it. The reactants are: [C:1]([O:7][CH3:8])(=[O:6])[CH2:2][C:3]([CH3:5])=O.C([O-])(=O)C.[NH4+:13]. (5) Given the product [CH3:27][O:26][CH:23]([O:22][CH3:21])[CH2:24][N:2]([CH2:3][CH2:4][C:5]1[C:13]2[S:12][C:11](=[O:14])[NH:10][C:9]=2[C:8]([OH:15])=[CH:7][CH:6]=1)[C:40](=[O:41])[O:39][CH2:38][C:35]1[CH:36]=[CH:37][CH:32]=[CH:33][CH:34]=1, predict the reactants needed to synthesize it. The reactants are: Cl.[NH2:2][CH2:3][CH2:4][C:5]1[C:13]2[S:12][C:11](=[O:14])[NH:10][C:9]=2[C:8]([OH:15])=[CH:7][CH:6]=1.C([O-])(O)=O.[Na+].[CH3:21][O:22][CH:23]([O:26][CH3:27])[CH:24]=O.C([BH3-])#N.[Na+].[CH:32]1[CH:37]=[CH:36][C:35]([CH2:38][O:39][C:40](Cl)=[O:41])=[CH:34][CH:33]=1.Cl.